From a dataset of Catalyst prediction with 721,799 reactions and 888 catalyst types from USPTO. Predict which catalyst facilitates the given reaction. (1) Reactant: C([O:3][C:4](=O)[CH:5]([NH:18][C:19]([C:21]1[C:26]2[O:27][CH2:28][CH2:29][CH2:30][CH2:31][C:25]=2[CH:24]=[C:23]([C:32]2[CH:37]=[C:36]([C:38](=[O:41])[NH:39][CH3:40])[CH:35]=[C:34]([F:42])[CH:33]=2)[CH:22]=1)=[O:20])[CH2:6][C:7]1[C:15]2[C:10](=[CH:11][C:12]([F:17])=[C:13]([F:16])[CH:14]=2)[NH:9][CH:8]=1)C.[BH4-].[Li+].CO. Product: [F:16][C:13]1[CH:14]=[C:15]2[C:10](=[CH:11][C:12]=1[F:17])[NH:9][CH:8]=[C:7]2[CH2:6][CH:5]([NH:18][C:19]([C:21]1[C:26]2[O:27][CH2:28][CH2:29][CH2:30][CH2:31][C:25]=2[CH:24]=[C:23]([C:32]2[CH:37]=[C:36]([C:38](=[O:41])[NH:39][CH3:40])[CH:35]=[C:34]([F:42])[CH:33]=2)[CH:22]=1)=[O:20])[CH2:4][OH:3]. The catalyst class is: 1. (2) Reactant: C(OC([N:8]1[C@@H:13]([CH3:14])[CH2:12][N:11]([C:15](=[O:30])[C:16]2[CH:21]=[CH:20][C:19]([C:22]3[CH:23]=[N:24][C:25]([NH2:29])=[C:26]([OH:28])[CH:27]=3)=[CH:18][CH:17]=2)[CH2:10][C@H:9]1[CH3:31])=O)(C)(C)C.Br[CH2:33][C:34]1[CH:39]=[CH:38][CH:37]=[CH:36][C:35]=1[CH3:40].C([O-])([O-])=O.[Cs+].[Cs+].O. Product: [NH2:29][C:25]1[N:24]=[CH:23][C:22]([C:19]2[CH:20]=[CH:21][C:16]([C:15]([N:11]3[CH2:10][CH:9]([CH3:31])[NH:8][CH:13]([CH3:14])[CH2:12]3)=[O:30])=[CH:17][CH:18]=2)=[CH:27][C:26]=1[O:28][CH2:33][C:34]1[CH:39]=[CH:38][CH:37]=[CH:36][C:35]=1[CH3:40]. The catalyst class is: 3. (3) Reactant: [N+:1]([C:4]1[CH:5]=[C:6]([S:10]([NH2:13])(=[O:12])=[O:11])[CH:7]=[CH:8][CH:9]=1)([O-:3])=[O:2].C(N(CC)CC)C.[Cl:21][C:22]1[CH:30]=[CH:29][CH:28]=[CH:27][C:23]=1[C:24](Cl)=[O:25]. Product: [Cl:21][C:22]1[CH:30]=[CH:29][CH:28]=[CH:27][C:23]=1[C:24]([NH:13][S:10]([C:6]1[CH:7]=[CH:8][CH:9]=[C:4]([N+:1]([O-:3])=[O:2])[CH:5]=1)(=[O:11])=[O:12])=[O:25]. The catalyst class is: 10. (4) Reactant: [OH:1][C:2]1[CH:7]=[CH:6][C:5]([CH2:8][C:9]([NH:12][C:13](=[O:22])[O:14][CH2:15][C:16]2[CH:21]=[CH:20][CH:19]=[CH:18][CH:17]=2)([CH3:11])[CH3:10])=[CH:4][CH:3]=1.[CH2:23](I)[CH3:24].C(=O)([O-])[O-].[K+].[K+]. Product: [O:1]([C:2]1[CH:3]=[CH:4][C:5]([CH2:8][C:9]([NH:12][C:13](=[O:22])[O:14][CH2:15][C:16]2[CH:21]=[CH:20][CH:19]=[CH:18][CH:17]=2)([CH3:11])[CH3:10])=[CH:6][CH:7]=1)[CH2:23][CH3:24]. The catalyst class is: 13. (5) Reactant: [C:1]([C:3]1[CH:7]=[CH:6][S:5][C:4]=1[NH:8][C:9](=[O:12])[O:10][CH3:11])#[N:2].[Br:13]Br. Product: [Br:13][C:6]1[S:5][C:4]([NH:8][C:9](=[O:12])[O:10][CH3:11])=[C:3]([C:1]#[N:2])[CH:7]=1. The catalyst class is: 15. (6) Reactant: C([O:8][CH2:9][CH2:10][C@H:11]1[C@@H:17]([N:18](CC2C=CC=CC=2)CC2C=CC=CC=2)[C:16](=[O:33])[NH:15][C:14]2[CH:34]=[C:35]([F:38])[CH:36]=[CH:37][C:13]=2[O:12]1)C1C=CC=CC=1. Product: [NH2:18][C@H:17]1[C:16](=[O:33])[NH:15][C:14]2[CH:34]=[C:35]([F:38])[CH:36]=[CH:37][C:13]=2[O:12][C@H:11]1[CH2:10][CH2:9][OH:8]. The catalyst class is: 19.